The task is: Predict the product of the given reaction.. This data is from Forward reaction prediction with 1.9M reactions from USPTO patents (1976-2016). (1) Given the reactants Cl.Cl.[O:3]1[C:8]2=[CH:9][CH:10]=[CH:11][C:7]2=[CH:6][C:5]([CH:12]2[CH2:17][CH2:16][CH2:15][CH2:14][N:13]2[CH2:18][CH2:19][C@H:20]2[CH2:25][CH2:24][C@H:23]([NH2:26])[CH2:22][CH2:21]2)=[CH:4]1.[O:27]1[CH2:31][CH2:30][CH2:29][CH:28]1[C:32](O)=[O:33], predict the reaction product. The product is: [O:3]1[C:8]2=[CH:9][CH:10]=[CH:11][C:7]2=[CH:6][C:5]([CH:12]2[CH2:17][CH2:16][CH2:15][CH2:14][N:13]2[CH2:18][CH2:19][C@H:20]2[CH2:21][CH2:22][C@H:23]([NH:26][C:32]([CH:28]3[CH2:29][CH2:30][CH2:31][O:27]3)=[O:33])[CH2:24][CH2:25]2)=[CH:4]1. (2) The product is: [Cl:25][CH:9]([C:11]1[CH:16]=[CH:15][C:14]([C:17]([F:20])([F:19])[F:18])=[CH:13][CH:12]=1)[C:6]1[CH:7]=[CH:8][C:3]([C:2]([F:22])([F:21])[F:1])=[CH:4][CH:5]=1. Given the reactants [F:1][C:2]([F:22])([F:21])[C:3]1[CH:8]=[CH:7][C:6]([CH:9]([C:11]2[CH:16]=[CH:15][C:14]([C:17]([F:20])([F:19])[F:18])=[CH:13][CH:12]=2)O)=[CH:5][CH:4]=1.S(Cl)([Cl:25])=O, predict the reaction product. (3) Given the reactants [NH2:1][C:2]1[CH:7]=[CH:6][C:5]([N:8]2[C:12](=[O:13])[CH:11]=[C:10]([C@H:14]3[N:22]4[C:17](=[CH:18][C:19]([C:24]5[CH:29]=[C:28]([Cl:30])[CH:27]=[CH:26][C:25]=5[N:31]5[CH:35]=[N:34][N:33]=[N:32]5)=[CH:20][C:21]4=[O:23])[CH2:16][CH2:15]3)[NH:9]2)=[CH:4][CH:3]=1.Cl[C:37]([O:39][CH3:40])=[O:38], predict the reaction product. The product is: [CH3:40][O:39][C:37](=[O:38])[NH:1][C:2]1[CH:3]=[CH:4][C:5]([N:8]2[C:12](=[O:13])[CH:11]=[C:10]([C@H:14]3[N:22]4[C:17](=[CH:18][C:19]([C:24]5[CH:29]=[C:28]([Cl:30])[CH:27]=[CH:26][C:25]=5[N:31]5[CH:35]=[N:34][N:33]=[N:32]5)=[CH:20][C:21]4=[O:23])[CH2:16][CH2:15]3)[NH:9]2)=[CH:6][CH:7]=1. (4) The product is: [C:1]([C:4]1[N:9]=[C:8]([C:10]2[CH:15]=[CH:14][C:13]([O:16][C:17]3[CH:22]=[CH:21][C:20]([F:23])=[CH:19][CH:18]=3)=[CH:12][CH:11]=2)[N:7]=[C:6]([NH:24][C@@H:25]([CH3:30])[C:26]([OH:28])=[O:27])[CH:5]=1)(=[O:3])[NH2:2]. Given the reactants [C:1]([C:4]1[N:9]=[C:8]([C:10]2[CH:15]=[CH:14][C:13]([O:16][C:17]3[CH:22]=[CH:21][C:20]([F:23])=[CH:19][CH:18]=3)=[CH:12][CH:11]=2)[N:7]=[C:6]([NH:24][C@@H:25]([CH3:30])[C:26]([O:28]C)=[O:27])[CH:5]=1)(=[O:3])[NH2:2].C1COCC1.O[Li].O, predict the reaction product. (5) Given the reactants C(=O)([O-])[O-].[K+].[K+].[F:7][C:8]1[CH:9]=[C:10]([CH:13]=[C:14]([F:18])[C:15]=1[O:16][CH3:17])[CH2:11]Br.[O:19]=[C:20]1[NH:25][C:24]2[CH:26]=[C:27]([C:29]3[CH:34]=[CH:33][CH:32]=[CH:31][CH:30]=3)[S:28][C:23]=2[C:22](=[O:35])[N:21]1[CH:36]1[CH2:41][CH2:40][N:39]([C:42]([O:44][C:45]([CH3:48])([CH3:47])[CH3:46])=[O:43])[CH2:38][CH2:37]1, predict the reaction product. The product is: [F:7][C:8]1[CH:9]=[C:10]([CH:13]=[C:14]([F:18])[C:15]=1[O:16][CH3:17])[CH2:11][N:25]1[C:24]2[CH:26]=[C:27]([C:29]3[CH:34]=[CH:33][CH:32]=[CH:31][CH:30]=3)[S:28][C:23]=2[C:22](=[O:35])[N:21]([CH:36]2[CH2:41][CH2:40][N:39]([C:42]([O:44][C:45]([CH3:47])([CH3:46])[CH3:48])=[O:43])[CH2:38][CH2:37]2)[C:20]1=[O:19]. (6) Given the reactants [CH3:1]P(C1C=CC=CC=1)C1C=CC=CC=1.C([CH:17]=[CH:18][PH:19](=[O:21])[OH:20])C.[C:22]([OH:25])(=[O:24])[CH3:23].O.[C]=O, predict the reaction product. The product is: [CH2:18]([P:19]([OH:20])([CH2:1][CH2:23][C:22]([OH:25])=[O:24])=[O:21])[CH3:17]. (7) Given the reactants B(Cl)(Cl)Cl.C[O:6][C:7]1[CH:14]=[CH:13][C:10]([C:11]#[N:12])=[C:9]([CH3:15])[CH:8]=1, predict the reaction product. The product is: [OH:6][C:7]1[CH:14]=[CH:13][C:10]([C:11]#[N:12])=[C:9]([CH3:15])[CH:8]=1. (8) Given the reactants [O:1]1[CH2:5][CH:4]([OH:6])[CH2:3][NH:2]1.O=C1CCC(=O)N1[N:14]([C:26]([O:28][C:29]([CH3:32])([CH3:31])[CH3:30])=[O:27])[C@H:15]([C:23]([O-])=[O:24])[CH2:16][C:17]1[CH:22]=[CH:21][CH:20]=[CH:19][CH:18]=1.C(N(CC)C(C)C)(C)C, predict the reaction product. The product is: [C:29]([O:28][C:26](=[O:27])[NH:14][C@@H:15]([CH2:16][C:17]1[CH:22]=[CH:21][CH:20]=[CH:19][CH:18]=1)[C:23]([N:2]1[CH2:3][CH:4]([OH:6])[CH2:5][O:1]1)=[O:24])([CH3:32])([CH3:30])[CH3:31]. (9) Given the reactants [N:1]1([CH2:7][CH2:8][CH2:9][O:10][C:11]2[CH:16]=[CH:15][C:14]([NH2:17])=[CH:13][CH:12]=2)[CH2:6][CH2:5][CH2:4][CH2:3][CH2:2]1.[Cl:18][C:19]1[CH:20]=[C:21]2[C:25](=[CH:26][CH:27]=1)[NH:24][C:23](=[O:28])[C:22]2=[CH:29]O, predict the reaction product. The product is: [Cl:18][C:19]1[CH:20]=[C:21]2[C:25](=[CH:26][CH:27]=1)[NH:24][C:23](=[O:28])[C:22]2=[CH:29][NH:17][C:14]1[CH:13]=[CH:12][C:11]([O:10][CH2:9][CH2:8][CH2:7][N:1]2[CH2:2][CH2:3][CH2:4][CH2:5][CH2:6]2)=[CH:16][CH:15]=1.